This data is from Reaction yield outcomes from USPTO patents with 853,638 reactions. The task is: Predict the reaction yield, written as a fraction of the theoretical maximum amount of product (1.0 means a 100% yield; for example, 0.34 means a 34% yield). (1) The reactants are NCC1CC1.[Br:6][CH2:7][C:8]([OH:10])=O.CN(C(ON1N=N[C:21]2[CH:22]=[CH:23][CH:24]=[N:25][C:20]1=2)=[N+](C)C)C.F[P-](F)(F)(F)(F)F. The catalyst is C(#N)C.C(N(C(C)C)CC)(C)C. The product is [Br:6][CH2:7][C:8](=[O:10])[CH2:20][NH:25][CH2:24][CH:23]1[CH2:21][CH2:22]1. The yield is 0.350. (2) The reactants are Br[C:2]1[CH:7]=[CH:6][C:5]([C:8]([CH3:13])([CH3:12])[C:9]([OH:11])=[O:10])=[CH:4][CH:3]=1.[CH:14]1C=CC(P(C2C=CC=CC=2)C2C=CC=CC=2)=C[CH:15]=1.C([B-](F)(F)F)=C.[K+].C(=O)([O-])[O-].[K+].[K+]. The catalyst is C(O)CC.C([O-])(=O)C.[Pd+2].C([O-])(=O)C. The product is [CH:14]([C:2]1[CH:7]=[CH:6][C:5]([C:8]([CH3:13])([CH3:12])[C:9]([OH:11])=[O:10])=[CH:4][CH:3]=1)=[CH2:15]. The yield is 0.930. (3) The reactants are Cl.[Cl:2][C:3]1[CH:4]=[CH:5][C:6]2[CH2:12][CH2:11][C:10]3[CH:13]=[CH:14][CH:15]=[CH:16][C:9]=3[N:8]([CH2:17][CH2:18][CH2:19][NH2:20])[C:7]=2[CH:21]=1.C(N(CC)CC)C.[Br:29][C:30]1[CH:31]=[C:32]([S:37](Cl)(=[O:39])=[O:38])[CH:33]=[N:34][C:35]=1[Cl:36]. The catalyst is CN(C=O)C. The product is [Br:29][C:30]1[CH:31]=[C:32]([S:37]([NH:20][CH2:19][CH2:18][CH2:17][N:8]2[C:9]3[CH:16]=[CH:15][CH:14]=[CH:13][C:10]=3[CH2:11][CH2:12][C:6]3[CH:5]=[CH:4][C:3]([Cl:2])=[CH:21][C:7]2=3)(=[O:39])=[O:38])[CH:33]=[N:34][C:35]=1[Cl:36]. The yield is 0.880. (4) The reactants are [O:1]1[CH2:6][CH2:5][N:4]([C:7]2[N:12]=[C:11]([N:13]3[CH2:18][CH2:17][O:16][CH2:15][CH2:14]3)[N:10]=[C:9]([C:19]3[CH:24]=[CH:23][C:22]([NH:25][C:26](=[O:37])[NH:27][C:28]4[CH:36]=[CH:35][C:31]([C:32](O)=[O:33])=[CH:30][CH:29]=4)=[CH:21][CH:20]=3)[N:8]=2)[CH2:3][CH2:2]1.CCN(C(C)C)C(C)C.CN(C(ON1N=NC2C=CC=CC1=2)=[N+](C)C)C.F[P-](F)(F)(F)(F)F.[CH3:71][N:72]1[CH2:77][CH2:76][NH:75][CH2:74][CH2:73]1. The catalyst is CN1C(=O)CCC1. The product is [O:1]1[CH2:6][CH2:5][N:4]([C:7]2[N:12]=[C:11]([N:13]3[CH2:14][CH2:15][O:16][CH2:17][CH2:18]3)[N:10]=[C:9]([C:19]3[CH:24]=[CH:23][C:22]([NH:25][C:26]([NH:27][C:28]4[CH:36]=[CH:35][C:31]([C:32]([N:75]5[CH2:76][CH2:77][N:72]([CH3:71])[CH2:73][CH2:74]5)=[O:33])=[CH:30][CH:29]=4)=[O:37])=[CH:21][CH:20]=3)[N:8]=2)[CH2:3][CH2:2]1. The yield is 0.540.